Dataset: Full USPTO retrosynthesis dataset with 1.9M reactions from patents (1976-2016). Task: Predict the reactants needed to synthesize the given product. The reactants are: [CH2:1]([O:6][C:7]1[CH:12]=[C:11]([O:13][CH:14]([CH3:18])[C:15]([CH3:17])=[CH2:16])[N:10]=[CH:9][N:8]=1)[C:2]#[C:3][CH2:4][CH3:5].[ClH:19].C(=O)([O-])O.[Na+]. Given the product [CH2:1]([O:6][C:7]1[CH:12]=[C:11]([O:13][CH:14]([CH3:18])[C:15]([Cl:19])([CH3:17])[CH3:16])[N:10]=[CH:9][N:8]=1)[C:2]#[C:3][CH2:4][CH3:5], predict the reactants needed to synthesize it.